Dataset: Retrosynthesis with 50K atom-mapped reactions and 10 reaction types from USPTO. Task: Predict the reactants needed to synthesize the given product. (1) Given the product CCN1CCOc2cc([N+](=O)[O-])ccc21, predict the reactants needed to synthesize it. The reactants are: CC=O.O=[N+]([O-])c1ccc2c(c1)OCCN2. (2) The reactants are: O=[N+]([O-])c1ccccc1S(=O)(=O)Cl.OCC(F)(F)F. Given the product O=[N+]([O-])c1ccccc1S(=O)(=O)OCC(F)(F)F, predict the reactants needed to synthesize it. (3) Given the product N#Cc1ccccc1-c1cc(NC(=O)CCC(=O)c2ccc3c(c2)CCO3)nc(-c2ccccc2)c1, predict the reactants needed to synthesize it. The reactants are: N#Cc1ccccc1B(O)O.O=C(CCC(=O)c1ccc2c(c1)CCO2)Nc1cc(Cl)cc(-c2ccccc2)n1. (4) Given the product CCc1[nH]c2ncnc(Nc3cc4cn[nH]c4cc3OC(C)C)c2c1C, predict the reactants needed to synthesize it. The reactants are: CC(C)Oc1cc2[nH]ncc2cc1N.CCc1[nH]c2ncnc(Cl)c2c1C. (5) Given the product O=C(Nc1cccc(-n2c(=O)c(CBr)nc3cccnc32)c1)c1cc(Cl)cc(Cl)c1, predict the reactants needed to synthesize it. The reactants are: Cc1nc2cccnc2n(-c2cccc(NC(=O)c3cc(Cl)cc(Cl)c3)c2)c1=O.O=C1CCC(=O)N1Br. (6) The reactants are: Cc1ccc2c(c1)NC(=O)C(NC(=O)OC(C)(C)C)CN2C(=O)C1CCCCC1.Cc1ccccc1C(=O)CBr. Given the product Cc1ccc2c(c1)N(CC(=O)c1ccccc1C)C(=O)C(NC(=O)OC(C)(C)C)CN2C(=O)C1CCCCC1, predict the reactants needed to synthesize it.